This data is from NCI-60 drug combinations with 297,098 pairs across 59 cell lines. The task is: Regression. Given two drug SMILES strings and cell line genomic features, predict the synergy score measuring deviation from expected non-interaction effect. (1) Drug 1: C1CCN(CC1)CCOC2=CC=C(C=C2)C(=O)C3=C(SC4=C3C=CC(=C4)O)C5=CC=C(C=C5)O. Synergy scores: CSS=-5.04, Synergy_ZIP=0.755, Synergy_Bliss=-3.98, Synergy_Loewe=-5.42, Synergy_HSA=-6.11. Cell line: UACC62. Drug 2: C1CNP(=O)(OC1)N(CCCl)CCCl. (2) Drug 1: CC1=CC2C(CCC3(C2CCC3(C(=O)C)OC(=O)C)C)C4(C1=CC(=O)CC4)C. Drug 2: CC=C1C(=O)NC(C(=O)OC2CC(=O)NC(C(=O)NC(CSSCCC=C2)C(=O)N1)C(C)C)C(C)C. Cell line: CCRF-CEM. Synergy scores: CSS=6.41, Synergy_ZIP=-1.60, Synergy_Bliss=-6.98, Synergy_Loewe=-67.8, Synergy_HSA=-5.67.